This data is from Full USPTO retrosynthesis dataset with 1.9M reactions from patents (1976-2016). The task is: Predict the reactants needed to synthesize the given product. (1) Given the product [CH2:19]([O:26][C:27]1[CH:28]=[CH:29][C:30]([CH2:33][C:34]([NH:11][C:9]2[CH:8]=[CH:7][CH:6]=[C:5]3[C:10]=2[C:2]([Cl:1])=[N:3][N:4]3[CH2:12][CH2:13][N:14]2[CH2:18][CH2:17][CH2:16][CH2:15]2)=[O:35])=[CH:31][CH:32]=1)[C:20]1[CH:21]=[CH:22][CH:23]=[CH:24][CH:25]=1, predict the reactants needed to synthesize it. The reactants are: [Cl:1][C:2]1[C:10]2[C:5](=[CH:6][CH:7]=[CH:8][C:9]=2[NH2:11])[N:4]([CH2:12][CH2:13][N:14]2[CH2:18][CH2:17][CH2:16][CH2:15]2)[N:3]=1.[CH2:19]([O:26][C:27]1[CH:32]=[CH:31][C:30]([CH2:33][C:34](O)=[O:35])=[CH:29][CH:28]=1)[C:20]1[CH:25]=[CH:24][CH:23]=[CH:22][CH:21]=1.Cl.C(N=C=NC(C)(C)CC)C.ON1C2C=CC=CC=2N=N1.CN1CCOCC1. (2) Given the product [OH:54][CH2:53][C@H:24]([NH:23][C:15]([C:4]1[CH:3]=[C:2]([CH3:1])[N:6]([CH2:7][C:8]2[CH:9]=[CH:10][C:11]([CH3:14])=[CH:12][CH:13]=2)[N:5]=1)=[O:17])[C:25]1[CH:26]=[CH:21][CH:22]=[CH:48][CH:47]=1, predict the reactants needed to synthesize it. The reactants are: [CH3:1][C:2]1[N:6]([CH2:7][C:8]2[CH:13]=[CH:12][C:11]([CH3:14])=[CH:10][CH:9]=2)[N:5]=[C:4]([C:15]([OH:17])=O)[CH:3]=1.N1(OC(N(C)C)=[N+](C)C)[C:22]2[N:23]=[CH:24][CH:25]=[CH:26][C:21]=2N=N1.F[P-](F)(F)(F)(F)F.C(N([CH2:47][CH3:48])CC)C.O.CN([CH:53]=[O:54])C. (3) Given the product [OH:7][C:6]1[CH:5]=[C:4]([OH:3])[N:13]2[N:12]=[C:11]([C:14]([O:16][CH2:17][CH3:18])=[O:15])[CH:10]=[C:9]2[N:8]=1, predict the reactants needed to synthesize it. The reactants are: C([O:3][C:4](=O)[CH2:5][C:6]([NH:8][C:9]1[NH:13][N:12]=[C:11]([C:14]([O:16][CH2:17][CH3:18])=[O:15])[CH:10]=1)=[O:7])C. (4) The reactants are: [CH3:1][C:2]1[S:3][CH:4]=[C:5](Br)[CH:6]=1.[Li]CCCC.CCCCCC.C1C=CC(P(C2C=CC=CC=2)C2C=CC=CC=2)=CC=1.Br[C:39]1[CH:48]=[CH:47][C:46]2[C:41](=[C:42]([Br:49])[CH:43]=[CH:44][CH:45]=2)[N:40]=1.[NH4+].[Cl-]. Given the product [Br:49][C:42]1[CH:43]=[CH:44][CH:45]=[C:46]2[C:41]=1[N:40]=[C:39]([C:5]1[CH:6]=[C:2]([CH3:1])[S:3][CH:4]=1)[CH:48]=[CH:47]2, predict the reactants needed to synthesize it. (5) Given the product [F:21][C:3]1[CH:4]=[C:5]([O:6][C:7]2[C:12]3[NH:13][C:14](=[O:18])[C:15]([CH3:17])=[N:16][C:11]=3[N:10]=[CH:9][CH:8]=2)[CH:19]=[CH:20][C:2]=1[NH:1][C:34]([NH:33][C:24]1[CH:25]=[C:26]([C:29]([F:30])([F:32])[F:31])[CH:27]=[CH:28][C:23]=1[F:22])=[O:35], predict the reactants needed to synthesize it. The reactants are: [NH2:1][C:2]1[CH:20]=[CH:19][C:5]([O:6][C:7]2[C:12]3[NH:13][C:14](=[O:18])[C:15]([CH3:17])=[N:16][C:11]=3[N:10]=[CH:9][CH:8]=2)=[CH:4][C:3]=1[F:21].[F:22][C:23]1[CH:28]=[CH:27][C:26]([C:29]([F:32])([F:31])[F:30])=[CH:25][C:24]=1[N:33]=[C:34]=[O:35]. (6) Given the product [Cl:13][C:14]1[C:15]([F:23])=[N:16][C:17]([F:22])=[C:18]([Cl:21])[C:19]=1[O:12][C:6]1[CH:7]=[CH:8][C:9]([O:10][CH3:11])=[C:4]([CH:1]([CH3:3])[CH3:2])[CH:5]=1, predict the reactants needed to synthesize it. The reactants are: [CH:1]([C:4]1[CH:5]=[C:6]([OH:12])[CH:7]=[CH:8][C:9]=1[O:10][CH3:11])([CH3:3])[CH3:2].[Cl:13][C:14]1[C:15]([F:23])=[N:16][C:17]([F:22])=[C:18]([Cl:21])[C:19]=1F.C(=O)([O-])[O-].[K+].[K+]. (7) Given the product [CH3:1][C:2]1[C:3]([O:20][CH2:21][C:22]([F:25])([F:23])[F:24])=[CH:4][CH:5]=[N:6][C:7]=1[CH2:8][S+:9]([O-:10])[C:11]1[NH:19][C:18]2[CH:17]=[CH:16][CH:15]=[CH:14][C:13]=2[N:12]=1, predict the reactants needed to synthesize it. The reactants are: [CH3:1][C:2]1[C:7]([CH2:8][S@:9]([C:11]2[NH:19][C:18]3[C:13](=[CH:14][CH:15]=[CH:16][CH:17]=3)[N:12]=2)=[O:10])=[N:6][CH:5]=[CH:4][C:3]=1[O:20][CH2:21][C:22]([F:25])([F:24])[F:23].C(OC(C)C)(C)C. (8) Given the product [Cl:8][C:6]1[CH:5]=[C:4]([C@@:9]2([C:14]([F:17])([F:16])[F:15])[CH2:13][CH2:12][N:11]([C:19]3[CH:28]=[CH:27][C:22]([C:23]([O:25][CH3:26])=[O:24])=[C:21]([CH3:29])[CH:20]=3)[CH2:10]2)[CH:3]=[C:2]([Cl:1])[CH:7]=1, predict the reactants needed to synthesize it. The reactants are: [Cl:1][C:2]1[CH:3]=[C:4]([C@@:9]2([C:14]([F:17])([F:16])[F:15])[CH2:13][CH2:12][NH:11][CH2:10]2)[CH:5]=[C:6]([Cl:8])[CH:7]=1.Br[C:19]1[CH:28]=[CH:27][C:22]([C:23]([O:25][CH3:26])=[O:24])=[C:21]([CH3:29])[CH:20]=1.CC(C)([O-])C.[Na+].C(Cl)(Cl)Cl. (9) Given the product [Cl:8][C:5]1[N:4]=[C:3]([NH:9][CH2:10][C@H:11]2[CH2:16][CH2:15][CH2:14][N:13]([C:17]([O:19][C:20]([CH3:23])([CH3:22])[CH3:21])=[O:18])[CH2:12]2)[C:2]([C:32]#[C:31][C:26]2[CH:27]=[CH:28][CH:29]=[CH:30][C:25]=2[Cl:24])=[CH:7][N:6]=1, predict the reactants needed to synthesize it. The reactants are: Br[C:2]1[C:3]([NH:9][CH2:10][C@H:11]2[CH2:16][CH2:15][CH2:14][N:13]([C:17]([O:19][C:20]([CH3:23])([CH3:22])[CH3:21])=[O:18])[CH2:12]2)=[N:4][C:5]([Cl:8])=[N:6][CH:7]=1.[Cl:24][C:25]1[CH:30]=[CH:29][CH:28]=[CH:27][C:26]=1[C:31]#[CH:32].CCN(C(C)C)C(C)C. (10) Given the product [CH3:7][O:8][C:9](=[O:22])[CH2:10][C:11]1[C:20]2[C:15](=[CH:16][CH:17]=[C:18]([C:6]#[C:5][Si:2]([CH3:4])([CH3:3])[CH3:1])[CH:19]=2)[CH:14]=[N:13][CH:12]=1, predict the reactants needed to synthesize it. The reactants are: [CH3:1][Si:2]([C:5]#[CH:6])([CH3:4])[CH3:3].[CH3:7][O:8][C:9](=[O:22])[CH2:10][C:11]1[C:20]2[C:15](=[CH:16][CH:17]=[C:18](Br)[CH:19]=2)[CH:14]=[N:13][CH:12]=1.